Dataset: Full USPTO retrosynthesis dataset with 1.9M reactions from patents (1976-2016). Task: Predict the reactants needed to synthesize the given product. (1) Given the product [CH3:19][C:18]1([C:15]2[CH:16]=[CH:17][C:12]([C:9]3[CH:10]=[CH:11][C:6]4[N:7]([C:3]([C:2]([F:1])([F:21])[F:22])=[N:4][N:5]=4)[CH:8]=3)=[CH:13][CH:14]=2)[O:25][CH2:24][CH2:23][O:20]1, predict the reactants needed to synthesize it. The reactants are: [F:1][C:2]([F:22])([F:21])[C:3]1[N:7]2[CH:8]=[C:9]([C:12]3[CH:17]=[CH:16][C:15]([C:18](=[O:20])[CH3:19])=[CH:14][CH:13]=3)[CH:10]=[CH:11][C:6]2=[N:5][N:4]=1.[CH2:23](O)[CH2:24][OH:25].C12(CS(O)(=O)=O)C(C)(C)C(CC1)CC2=O. (2) Given the product [CH3:1][CH2:2][CH2:3][CH2:4][CH2:5][CH2:6][O:7][C:8](/[N:10]=[C:11](\[NH2:46])/[C:12]1[CH:13]=[CH:14][C:15]([NH:18][CH2:19][C:20]2[N:28]([CH3:29])[C:27]3[CH:26]=[CH:25][C:24]([C:30]([N:32]([C:40]4[CH:41]=[CH:42][CH:43]=[CH:44][N:45]=4)[CH2:33][CH2:34][C:35]([O:37][CH2:38][CH3:39])=[O:36])=[O:31])=[CH:23][C:22]=3[N:21]=2)=[CH:16][CH:17]=1)=[O:9].[CH3:47][S:48]([OH:51])(=[O:50])=[O:49], predict the reactants needed to synthesize it. The reactants are: [CH3:1][CH2:2][CH2:3][CH2:4][CH2:5][CH2:6][O:7][C:8](/[N:10]=[C:11](\[NH2:46])/[C:12]1[CH:13]=[CH:14][C:15]([NH:18][CH2:19][C:20]2[N:28]([CH3:29])[C:27]3[CH:26]=[CH:25][C:24]([C:30]([N:32]([C:40]4[CH:41]=[CH:42][CH:43]=[CH:44][N:45]=4)[CH2:33][CH2:34][C:35]([O:37][CH2:38][CH3:39])=[O:36])=[O:31])=[CH:23][C:22]=3[N:21]=2)=[CH:16][CH:17]=1)=[O:9].[CH3:47][S:48]([OH:51])(=[O:50])=[O:49]. (3) Given the product [C:1]([C:3]1[CH:4]=[C:5]([CH:19]=[CH:20][CH:21]=1)[CH2:6][NH:7][C:8]1[CH:13]=[CH:12][CH:11]=[CH:10][C:9]=1/[CH:14]=[CH:15]/[C:16]([NH:29][OH:30])=[O:17])#[N:2], predict the reactants needed to synthesize it. The reactants are: [C:1]([C:3]1[CH:4]=[C:5]([CH:19]=[CH:20][CH:21]=1)[CH2:6][NH:7][C:8]1[CH:13]=[CH:12][CH:11]=[CH:10][C:9]=1/[CH:14]=[CH:15]/[C:16](O)=[O:17])#[N:2].CN1CCOCC1.[NH2:29][OH:30].Cl. (4) Given the product [Br:1][C:2]1[C:10]2[O:9][CH:8]=[CH:7][C:6]=2[CH:5]=[C:4]([S:11]([C:14]2[CH:19]=[CH:18][C:17]([CH3:20])=[CH:16][CH:15]=2)(=[O:13])=[O:12])[CH:3]=1, predict the reactants needed to synthesize it. The reactants are: [Br:1][C:2]1[C:10]2[O:9][CH2:8][CH2:7][C:6]=2[CH:5]=[C:4]([S:11]([C:14]2[CH:19]=[CH:18][C:17]([CH3:20])=[CH:16][CH:15]=2)(=[O:13])=[O:12])[CH:3]=1.C1C(=O)N(Br)C(=O)C1.C(OOC(=O)C1C=CC=CC=1)(=O)C1C=CC=CC=1.